Task: Regression. Given two drug SMILES strings and cell line genomic features, predict the synergy score measuring deviation from expected non-interaction effect.. Dataset: NCI-60 drug combinations with 297,098 pairs across 59 cell lines (1) Drug 1: CN(C)C1=NC(=NC(=N1)N(C)C)N(C)C. Drug 2: CC1CCC2CC(C(=CC=CC=CC(CC(C(=O)C(C(C(=CC(C(=O)CC(OC(=O)C3CCCCN3C(=O)C(=O)C1(O2)O)C(C)CC4CCC(C(C4)OC)O)C)C)O)OC)C)C)C)OC. Cell line: OVCAR-5. Synergy scores: CSS=7.12, Synergy_ZIP=-1.77, Synergy_Bliss=-4.44, Synergy_Loewe=-21.7, Synergy_HSA=-7.54. (2) Synergy scores: CSS=59.6, Synergy_ZIP=-2.78, Synergy_Bliss=-5.12, Synergy_Loewe=-31.1, Synergy_HSA=-4.77. Drug 1: CCC1(CC2CC(C3=C(CCN(C2)C1)C4=CC=CC=C4N3)(C5=C(C=C6C(=C5)C78CCN9C7C(C=CC9)(C(C(C8N6C=O)(C(=O)OC)O)OC(=O)C)CC)OC)C(=O)OC)O.OS(=O)(=O)O. Drug 2: COC1=C2C(=CC3=C1OC=C3)C=CC(=O)O2. Cell line: HL-60(TB). (3) Drug 1: CC1C(C(CC(O1)OC2CC(CC3=C2C(=C4C(=C3O)C(=O)C5=C(C4=O)C(=CC=C5)OC)O)(C(=O)CO)O)N)O.Cl. Drug 2: C(CC(=O)O)C(=O)CN.Cl. Cell line: LOX IMVI. Synergy scores: CSS=4.42, Synergy_ZIP=-2.59, Synergy_Bliss=1.21, Synergy_Loewe=-1.62, Synergy_HSA=0.340. (4) Drug 1: C1=NC2=C(N=C(N=C2N1C3C(C(C(O3)CO)O)O)F)N. Drug 2: CC1=C(C(CCC1)(C)C)C=CC(=CC=CC(=CC(=O)O)C)C. Cell line: OVCAR3. Synergy scores: CSS=-5.41, Synergy_ZIP=3.44, Synergy_Bliss=5.84, Synergy_Loewe=-5.30, Synergy_HSA=-2.37. (5) Drug 1: CC12CCC(CC1=CCC3C2CCC4(C3CC=C4C5=CN=CC=C5)C)O. Drug 2: CC12CCC3C(C1CCC2=O)CC(=C)C4=CC(=O)C=CC34C. Cell line: MALME-3M. Synergy scores: CSS=17.6, Synergy_ZIP=-3.46, Synergy_Bliss=-4.27, Synergy_Loewe=-19.6, Synergy_HSA=-4.68. (6) Drug 1: C1=CC=C(C(=C1)C(C2=CC=C(C=C2)Cl)C(Cl)Cl)Cl. Cell line: OVCAR-8. Drug 2: C1CC(=O)NC(=O)C1N2C(=O)C3=CC=CC=C3C2=O. Synergy scores: CSS=1.57, Synergy_ZIP=3.43, Synergy_Bliss=-2.30, Synergy_Loewe=-2.54, Synergy_HSA=-2.17. (7) Synergy scores: CSS=-2.76, Synergy_ZIP=-0.142, Synergy_Bliss=-1.60, Synergy_Loewe=-13.0, Synergy_HSA=-9.14. Cell line: NCI/ADR-RES. Drug 2: C1=NC(=NC(=O)N1C2C(C(C(O2)CO)O)O)N. Drug 1: CC12CCC3C(C1CCC2O)C(CC4=C3C=CC(=C4)O)CCCCCCCCCS(=O)CCCC(C(F)(F)F)(F)F. (8) Drug 1: CCCS(=O)(=O)NC1=C(C(=C(C=C1)F)C(=O)C2=CNC3=C2C=C(C=N3)C4=CC=C(C=C4)Cl)F. Drug 2: CN1C(=O)N2C=NC(=C2N=N1)C(=O)N. Cell line: COLO 205. Synergy scores: CSS=23.9, Synergy_ZIP=-0.816, Synergy_Bliss=-0.365, Synergy_Loewe=-21.6, Synergy_HSA=-4.06.